The task is: Predict the reaction yield, written as a fraction of the theoretical maximum amount of product (1.0 means a 100% yield; for example, 0.34 means a 34% yield).. This data is from Reaction yield outcomes from USPTO patents with 853,638 reactions. The product is [C:18]([O:17][C:15]([NH:1][C@@H:2]([CH2:3][C:4]1[CH:5]=[CH:6][C:7]([O:10][S:29]([C:32]([F:35])([F:34])[F:33])(=[O:31])=[O:30])=[CH:8][CH:9]=1)[C:11]([O:13][CH3:14])=[O:12])=[O:16])([CH3:21])([CH3:20])[CH3:19]. The yield is 0.980. The catalyst is ClCCl. The reactants are [NH:1]([C:15]([O:17][C:18]([CH3:21])([CH3:20])[CH3:19])=[O:16])[C@H:2]([C:11]([O:13][CH3:14])=[O:12])[CH2:3][C:4]1[CH:9]=[CH:8][C:7]([OH:10])=[CH:6][CH:5]=1.CN1CCOCC1.[S:29](O[S:29]([C:32]([F:35])([F:34])[F:33])(=[O:31])=[O:30])([C:32]([F:35])([F:34])[F:33])(=[O:31])=[O:30].